Predict the reactants needed to synthesize the given product. From a dataset of Full USPTO retrosynthesis dataset with 1.9M reactions from patents (1976-2016). (1) The reactants are: [CH3:1][C:2]([O:5][C:6]([NH:8][C@H:9]1[CH2:14][CH2:13][CH2:12][N:11]([C:15]([O:17][CH2:18][C:19]2[CH:24]=[CH:23][CH:22]=[CH:21][CH:20]=2)=[O:16])[CH2:10]1)=[O:7])([CH3:4])[CH3:3].[H-].[Na+].Br[CH2:28][CH2:29][O:30][Si:31]([C:34]([CH3:37])([CH3:36])[CH3:35])([CH3:33])[CH3:32].O. Given the product [Si:31]([O:30][CH2:29][CH2:28][N:8]([C:6]([O:5][C:2]([CH3:1])([CH3:3])[CH3:4])=[O:7])[C@H:9]1[CH2:14][CH2:13][CH2:12][N:11]([C:15]([O:17][CH2:18][C:19]2[CH:20]=[CH:21][CH:22]=[CH:23][CH:24]=2)=[O:16])[CH2:10]1)([C:34]([CH3:37])([CH3:36])[CH3:35])([CH3:33])[CH3:32], predict the reactants needed to synthesize it. (2) The reactants are: [C:1]([C:3]1[CH:4]=[CH:5][C:6]([N+:35]([O-])=O)=[C:7]([NH:9][C:10]2[N:15]=[C:14]3[N:16]([C@@H:27]([C:29]4[CH:30]=[N:31][CH:32]=[CH:33][CH:34]=4)[CH3:28])[C:17](=[O:26])[N:18]([C:19]([O:21][C:22]([CH3:25])([CH3:24])[CH3:23])=[O:20])[C:13]3=[CH:12][CH:11]=2)[CH:8]=1)#[N:2].[O-]S(S([O-])=O)=O.[Na+].[Na+].C([O-])(O)=O.[Na+]. Given the product [NH2:35][C:6]1[CH:5]=[CH:4][C:3]([C:1]#[N:2])=[CH:8][C:7]=1[NH:9][C:10]1[N:15]=[C:14]2[N:16]([C@@H:27]([C:29]3[CH:30]=[N:31][CH:32]=[CH:33][CH:34]=3)[CH3:28])[C:17](=[O:26])[N:18]([C:19]([O:21][C:22]([CH3:25])([CH3:23])[CH3:24])=[O:20])[C:13]2=[CH:12][CH:11]=1, predict the reactants needed to synthesize it. (3) The reactants are: [Br:1][C:2]1[CH:3]=[C:4]2[C:10](I)=[CH:9][N:8]([S:12]([C:15]3[CH:21]=[CH:20][C:18]([CH3:19])=[CH:17][CH:16]=3)(=[O:14])=[O:13])[C:5]2=[N:6][CH:7]=1.N1[C:30]2[C:25](=[CH:26][C:27](B(O)O)=[CH:28][CH:29]=2)C=C1.C([O-])([O-])=[O:35].[Na+].[Na+]. Given the product [Br:1][C:2]1[CH:3]=[C:4]2[C:10]([C:30]3[CH:25]=[CH:26][C:27]([OH:35])=[CH:28][CH:29]=3)=[CH:9][N:8]([S:12]([C:15]3[CH:21]=[CH:20][C:18]([CH3:19])=[CH:17][CH:16]=3)(=[O:14])=[O:13])[C:5]2=[N:6][CH:7]=1, predict the reactants needed to synthesize it. (4) Given the product [C:1]([Si:5]([CH3:17])([CH3:16])[O:6][C@H:7]([C:10]1[CH:11]=[CH:12][CH:13]=[CH:14][CH:15]=1)[CH2:8][O:9][S:26]([CH3:25])(=[O:28])=[O:27])([CH3:4])([CH3:3])[CH3:2], predict the reactants needed to synthesize it. The reactants are: [C:1]([Si:5]([CH3:17])([CH3:16])[O:6][CH:7]([C:10]1[CH:15]=[CH:14][CH:13]=[CH:12][CH:11]=1)[CH2:8][OH:9])([CH3:4])([CH3:3])[CH3:2].C(N(CC)CC)C.[CH3:25][S:26](Cl)(=[O:28])=[O:27]. (5) Given the product [C:38]([O-:41])(=[O:40])[CH3:39].[NH+:55]1[CH:59]=[CH:58][NH:57][CH:56]=1, predict the reactants needed to synthesize it. The reactants are: C1([Si](OC)(OC)OC)C=CC=CC=1.C(O[Si](OCC)(OCC)OCC)C.C[Si](OCC)(OCC)OCC.[C:38]([O-:41])(=[O:40])[CH3:39].C(O[Si](CCC[NH+:55]1[CH2:59][CH2:58][N:57]=[CH:56]1)(OCC)OCC)C.Cl.C(OCC(O)C)C. (6) Given the product [CH3:1][N:2]([C:10]([C:12]1[CH:13]=[CH:14][C:15]([NH:18][CH:19]([C:24]2[CH:28]=[C:27]([C:29]3[CH:30]=[CH:31][CH:32]=[CH:33][CH:34]=3)[O:26][C:25]=2[CH3:35])[CH2:20][CH:21]([CH3:23])[CH3:22])=[CH:16][CH:17]=1)=[O:11])[CH2:3][CH2:4][C:5]([OH:7])=[O:6], predict the reactants needed to synthesize it. The reactants are: [CH3:1][N:2]([C:10]([C:12]1[CH:17]=[CH:16][C:15]([NH:18][CH:19]([C:24]2[CH:28]=[C:27]([C:29]3[CH:34]=[CH:33][CH:32]=[CH:31][CH:30]=3)[O:26][C:25]=2[CH3:35])[CH2:20][CH:21]([CH3:23])[CH3:22])=[CH:14][CH:13]=1)=[O:11])[CH2:3][CH2:4][C:5]([O:7]CC)=[O:6].O1CCCC1.[OH-].[Li+].